This data is from Reaction yield outcomes from USPTO patents with 853,638 reactions. The task is: Predict the reaction yield, written as a fraction of the theoretical maximum amount of product (1.0 means a 100% yield; for example, 0.34 means a 34% yield). The reactants are [CH3:1][O:2][C:3]1[CH:8]=[C:7]([O:9][CH3:10])[C:6]([N+:11]([O-])=O)=[CH:5][C:4]=1[CH3:14]. The catalyst is CCO.CCOC(C)=O.[Pd]. The product is [CH3:10][O:9][C:7]1[CH:8]=[C:3]([O:2][CH3:1])[C:4]([CH3:14])=[CH:5][C:6]=1[NH2:11]. The yield is 1.00.